This data is from Reaction yield outcomes from USPTO patents with 853,638 reactions. The task is: Predict the reaction yield, written as a fraction of the theoretical maximum amount of product (1.0 means a 100% yield; for example, 0.34 means a 34% yield). (1) The reactants are Cl[C:2]1[C:11]2[C:6](=[CH:7][CH:8]=[C:9]([Cl:12])[CH:10]=2)[N:5]([CH3:13])[C:4](=[O:14])[C:3]=1[C:15]#[N:16].[NH:17]1[CH2:22][CH2:21][NH:20][CH2:19][CH2:18]1. The catalyst is ClCCl. The product is [Cl:12][C:9]1[CH:10]=[C:11]2[C:6](=[CH:7][CH:8]=1)[N:5]([CH3:13])[C:4](=[O:14])[C:3]([C:15]#[N:16])=[C:2]2[N:17]1[CH2:22][CH2:21][NH:20][CH2:19][CH2:18]1. The yield is 0.990. (2) The reactants are [F:1][C:2]1[CH:3]=[C:4]([CH2:8][NH:9][C:10]([C:12]2[C:13]([OH:25])=[N:14][C:15]([N:19]3[CH2:24][CH2:23][O:22][CH2:21][CH2:20]3)=[CH:16][C:17]=2[CH3:18])=[O:11])[CH:5]=[CH:6][CH:7]=1.CN(C=O)C.[H-].[Na+].Br[CH2:34][CH2:35][O:36][CH3:37]. The yield is 0.390. The product is [F:1][C:2]1[CH:3]=[C:4]([CH2:8][NH:9][C:10]([C:12]2[C:13]([O:25][CH2:34][CH2:35][O:36][CH3:37])=[N:14][C:15]([N:19]3[CH2:24][CH2:23][O:22][CH2:21][CH2:20]3)=[CH:16][C:17]=2[CH3:18])=[O:11])[CH:5]=[CH:6][CH:7]=1. The catalyst is CCOC(C)=O.O. (3) The reactants are Cl[C:2]1[N:3]=[C:4]([OH:12])[C:5]2[CH:11]=[CH:10][N:9]=[CH:8][C:6]=2[N:7]=1.[CH2:13]([N:21]1[C:29]2[C:24](=[CH:25][C:26]([OH:30])=[CH:27][CH:28]=2)[CH:23]=[CH:22]1)[CH2:14][C:15]1[CH:20]=[CH:19][CH:18]=[CH:17][CH:16]=1. No catalyst specified. The product is [CH2:13]([N:21]1[C:29]2[C:24](=[CH:25][C:26]([O:30][C:2]3[N:3]=[C:4]([OH:12])[C:5]4[CH:11]=[CH:10][N:9]=[CH:8][C:6]=4[N:7]=3)=[CH:27][CH:28]=2)[CH:23]=[CH:22]1)[CH2:14][C:15]1[CH:16]=[CH:17][CH:18]=[CH:19][CH:20]=1. The yield is 0.0600. (4) The reactants are Cl.[NH2:2][C@H:3]([CH:19]([CH3:21])[CH3:20])[C:4]([N:6]1[CH2:11][CH2:10][CH:9]([C:12]2[CH:17]=[CH:16][C:15]([Cl:18])=[CH:14][CH:13]=2)[CH2:8][CH2:7]1)=[O:5].[C:22]([O:25][C:26]1[CH:27]=[C:28]([CH:32]=[CH:33][CH:34]=1)[C:29](O)=[O:30])(=[O:24])[CH3:23]. No catalyst specified. The product is [C:22]([O:25][C:26]1[CH:34]=[CH:33][CH:32]=[C:28]([C:29](=[O:30])[NH:2][C@H:3]([CH:19]([CH3:21])[CH3:20])[C:4]([N:6]2[CH2:11][CH2:10][CH:9]([C:12]3[CH:13]=[CH:14][C:15]([Cl:18])=[CH:16][CH:17]=3)[CH2:8][CH2:7]2)=[O:5])[CH:27]=1)(=[O:24])[CH3:23]. The yield is 0.500. (5) The reactants are [CH3:1][O:2][CH2:3][CH2:4][O:5][C:6]1[CH:11]=[CH:10][C:9](/[CH:12]=[CH:13]/[C:14]([NH:16][S:17]([CH2:20][CH2:21][CH2:22][CH2:23][CH3:24])(=[O:19])=[O:18])=[O:15])=[C:8]([O:25][CH2:26][C:27]2[N:28]=[C:29]([C:33]3[CH:38]=[CH:37][CH:36]=[CH:35][CH:34]=3)[O:30][C:31]=2[CH3:32])[CH:7]=1. The catalyst is CO.[C].[Pd]. The product is [CH3:1][O:2][CH2:3][CH2:4][O:5][C:6]1[CH:11]=[CH:10][C:9]([CH2:12][CH2:13][C:14]([NH:16][S:17]([CH2:20][CH2:21][CH2:22][CH2:23][CH3:24])(=[O:18])=[O:19])=[O:15])=[C:8]([O:25][CH2:26][C:27]2[N:28]=[C:29]([C:33]3[CH:34]=[CH:35][CH:36]=[CH:37][CH:38]=3)[O:30][C:31]=2[CH3:32])[CH:7]=1. The yield is 0.880. (6) The reactants are [Mg].[C:2](=[O:4])=[O:3].Cl.Br[C:7]([C:10]1[CH:15]=[CH:14][C:13]([C:16](=[O:21])[CH2:17][CH2:18][CH2:19][Cl:20])=[CH:12][CH:11]=1)([CH3:9])[CH3:8].ClC(C1C=CC(C(=O)CCCCl)=CC=1)(C)C. The catalyst is C(#N)C.[Br-].C([N+](CC)(CC)CC)C.[Ag]. The product is [Cl:20][CH2:19][CH2:18][CH2:17][C:16]([C:13]1[CH:12]=[CH:11][C:10]([C:7]([CH3:9])([CH3:8])[C:2]([OH:4])=[O:3])=[CH:15][CH:14]=1)=[O:21]. The yield is 0.660. (7) The product is [Cl:17][CH2:11][CH2:10][CH:5]1[CH2:6][CH2:7][CH2:8][CH2:9][N:4]1[CH2:1][CH2:2][CH3:3]. The yield is 1.00. The reactants are [CH2:1]([N:4]1[CH2:9][CH2:8][CH2:7][CH2:6][CH:5]1[CH2:10][CH2:11]O)[CH2:2][CH3:3].CS([Cl:17])(=O)=O. The catalyst is ClCCl.